This data is from Forward reaction prediction with 1.9M reactions from USPTO patents (1976-2016). The task is: Predict the product of the given reaction. (1) Given the reactants Br[C:2]1[CH:3]=[C:4]([CH:16]=[O:17])[C:5]([N:8]2[CH2:13][C@@H:12]([CH3:14])[O:11][C@@H:10]([CH3:15])[CH2:9]2)=[N:6][CH:7]=1.C([Sn](CCCC)(CCCC)[C:23]1[CH:28]=[CH:27][C:26]([F:29])=[CH:25][CH:24]=1)CCC, predict the reaction product. The product is: [CH3:15][C@H:10]1[O:11][C@@H:12]([CH3:14])[CH2:13][N:8]([C:5]2[C:4]([CH:16]=[O:17])=[CH:3][C:2]([C:23]3[CH:28]=[CH:27][C:26]([F:29])=[CH:25][CH:24]=3)=[CH:7][N:6]=2)[CH2:9]1. (2) Given the reactants [O:1]1[CH2:6][CH2:5][N:4]([C:7](=O)[CH2:8][C@@H:9]([NH:18][C:19]2[CH:24]=[CH:23][C:22]([S:25]([NH2:28])(=[O:27])=[O:26])=[CH:21][C:20]=2[N+:29]([O-:31])=[O:30])[CH2:10][S:11][C:12]2[CH:17]=[CH:16][CH:15]=[CH:14][CH:13]=2)[CH2:3][CH2:2]1.B.C1COCC1.Cl.C([O-])([O-])=O.[Na+].[Na+], predict the reaction product. The product is: [O:1]1[CH2:6][CH2:5][N:4]([CH2:7][CH2:8][C@@H:9]([NH:18][C:19]2[CH:24]=[CH:23][C:22]([S:25]([NH2:28])(=[O:26])=[O:27])=[CH:21][C:20]=2[N+:29]([O-:31])=[O:30])[CH2:10][S:11][C:12]2[CH:13]=[CH:14][CH:15]=[CH:16][CH:17]=2)[CH2:3][CH2:2]1.